This data is from Merck oncology drug combination screen with 23,052 pairs across 39 cell lines. The task is: Regression. Given two drug SMILES strings and cell line genomic features, predict the synergy score measuring deviation from expected non-interaction effect. (1) Drug 1: NC1(c2ccc(-c3nc4ccn5c(=O)[nH]nc5c4cc3-c3ccccc3)cc2)CCC1. Drug 2: C#Cc1cccc(Nc2ncnc3cc(OCCOC)c(OCCOC)cc23)c1. Cell line: A427. Synergy scores: synergy=12.2. (2) Drug 2: CNC(=O)c1cc(Oc2ccc(NC(=O)Nc3ccc(Cl)c(C(F)(F)F)c3)cc2)ccn1. Synergy scores: synergy=12.2. Drug 1: Cn1nnc2c(C(N)=O)ncn2c1=O. Cell line: VCAP. (3) Drug 1: CN1C(=O)C=CC2(C)C3CCC4(C)C(NC(=O)OCC(F)(F)F)CCC4C3CCC12. Drug 2: CCc1c2c(nc3ccc(O)cc13)-c1cc3c(c(=O)n1C2)COC(=O)C3(O)CC. Cell line: MSTO. Synergy scores: synergy=20.3. (4) Drug 1: O=S1(=O)NC2(CN1CC(F)(F)F)C1CCC2Cc2cc(C=CCN3CCC(C(F)(F)F)CC3)ccc2C1. Drug 2: CS(=O)(=O)CCNCc1ccc(-c2ccc3ncnc(Nc4ccc(OCc5cccc(F)c5)c(Cl)c4)c3c2)o1. Cell line: UACC62. Synergy scores: synergy=27.2.